The task is: Predict the reactants needed to synthesize the given product.. This data is from Full USPTO retrosynthesis dataset with 1.9M reactions from patents (1976-2016). (1) Given the product [CH:13]1([C:16]2[CH:17]=[C:18]([CH3:28])[C:19]([N:22]3[CH2:23][CH2:24][N:25]([C:4]([C:3]4[CH:7]=[CH:8][C:9]([I:11])=[CH:10][C:2]=4[F:1])=[O:6])[CH2:26][CH2:27]3)=[N:20][CH:21]=2)[CH2:15][CH2:14]1, predict the reactants needed to synthesize it. The reactants are: [F:1][C:2]1[CH:10]=[C:9]([I:11])[CH:8]=[CH:7][C:3]=1[C:4]([OH:6])=O.Cl.[CH:13]1([C:16]2[CH:17]=[C:18]([CH3:28])[C:19]([N:22]3[CH2:27][CH2:26][NH:25][CH2:24][CH2:23]3)=[N:20][CH:21]=2)[CH2:15][CH2:14]1. (2) Given the product [NH2:30][CH:26]1[CH2:27][CH2:28][CH2:29][N:24]([C:21]2[N:22]=[CH:23][C:18]([NH:17][C:5]3[C:4]4[C:9](=[CH:10][CH:11]=[C:2]([C:43]5[CH:42]=[C:41]([F:54])[C:40]([OH:55])=[C:39]([Cl:38])[CH:44]=5)[CH:3]=4)[N:8]=[CH:7][C:6]=3[C:12]([CH:14]3[CH2:16][CH2:15]3)=[O:13])=[CH:19][CH:20]=2)[CH2:25]1, predict the reactants needed to synthesize it. The reactants are: Br[C:2]1[CH:3]=[C:4]2[C:9](=[CH:10][CH:11]=1)[N:8]=[CH:7][C:6]([C:12]([CH:14]1[CH2:16][CH2:15]1)=[O:13])=[C:5]2[NH:17][C:18]1[CH:19]=[CH:20][C:21]([N:24]2[CH2:29][CH2:28][CH2:27][CH:26]([NH:30]C(=O)OC(C)(C)C)[CH2:25]2)=[N:22][CH:23]=1.[Cl:38][C:39]1[CH:44]=[C:43](B2OC(C)(C)C(C)(C)O2)[CH:42]=[C:41]([F:54])[C:40]=1[OH:55]. (3) Given the product [OH:26][C@@H:23]1[C@H:20]2[N:21]([C:27]([O:29][C:30]([CH3:33])([CH3:32])[CH3:31])=[O:28])[CH2:22][C@H:18]([O:17][S:14]([C:11]3[CH:12]=[CH:13][C:8]([CH3:7])=[CH:9][CH:10]=3)(=[O:16])=[O:15])[C@H:19]2[O:25][CH2:24]1, predict the reactants needed to synthesize it. The reactants are: C(=O)([O-])[O-].[Na+].[Na+].[CH3:7][C:8]1[CH:13]=[CH:12][C:11]([S:14]([O:17][C@H:18]2[CH2:22][NH:21][C@@H:20]3[C@@H:23]([OH:26])[CH2:24][O:25][C@H:19]23)(=[O:16])=[O:15])=[CH:10][CH:9]=1.[C:27](O[C:27]([O:29][C:30]([CH3:33])([CH3:32])[CH3:31])=[O:28])([O:29][C:30]([CH3:33])([CH3:32])[CH3:31])=[O:28]. (4) Given the product [N+:16]([C:19]1[CH:24]=[C:23]([N+:25]([O-:27])=[O:26])[CH:22]=[CH:21][C:20]=1[O-:28])([O-:18])=[O:17].[NH2:16][N+:13]1[CH:12]=[CH:11][C:10]([CH2:9][O:8][Si:1]([C:4]([CH3:7])([CH3:6])[CH3:5])([CH3:3])[CH3:2])=[CH:15][CH:14]=1, predict the reactants needed to synthesize it. The reactants are: [Si:1]([O:8][CH2:9][C:10]1[CH:15]=[CH:14][N:13]=[CH:12][CH:11]=1)([C:4]([CH3:7])([CH3:6])[CH3:5])([CH3:3])[CH3:2].[N+:16]([C:19]1[CH:24]=[C:23]([N+:25]([O-:27])=[O:26])[CH:22]=[CH:21][C:20]=1[O:28]N)([O-:18])=[O:17]. (5) Given the product [Cl:1][C:2]1[C:13]2[C:12](=[O:14])[N:11]([CH:15]3[CH2:20][CH2:19][N:18]([CH3:21])[CH2:17][CH2:16]3)[C:10](=[O:22])[C:9]=2[CH:8]=[C:7]2[C:3]=1[N:4]=[C:5]([C:23]1[C:24](=[O:30])[NH:25][CH:26]=[CH:27][C:28]=1[NH:31][CH2:32][CH:33]([OH:44])[CH2:34][O:35][C:36]1[CH:41]=[CH:40][C:39]([CH3:42])=[CH:38][C:37]=1[CH3:43])[NH:6]2, predict the reactants needed to synthesize it. The reactants are: [Cl:1][C:2]1[C:13]2[C:12](=[O:14])[N:11]([CH:15]3[CH2:20][CH2:19][N:18]([CH3:21])[CH2:17][CH2:16]3)[C:10](=[O:22])[C:9]=2[CH:8]=[C:7]2[C:3]=1[N:4]=[C:5]([C:23]1[C:24](=[O:30])[NH:25][CH:26]=[CH:27][C:28]=1Cl)[NH:6]2.[NH2:31][CH2:32][C@@H:33]([OH:44])[CH2:34][O:35][C:36]1[CH:41]=[CH:40][C:39]([CH3:42])=[CH:38][C:37]=1[CH3:43].CCN(CC)CC. (6) Given the product [ClH:1].[CH3:2][O:3][C:4]1[CH:9]=[CH:8][CH:7]=[CH:6][C:5]=1[N:10]1[CH2:16][CH2:15][CH2:14][CH2:13][C@H:12]([NH:17][CH3:18])[C:11]1=[O:26], predict the reactants needed to synthesize it. The reactants are: [ClH:1].[CH3:2][O:3][C:4]1[CH:9]=[CH:8][CH:7]=[CH:6][C:5]=1[N:10]1[CH2:16][CH2:15][CH2:14][CH2:13][C@H:12]([N:17](C)[C:18](=O)OC(C)(C)C)[C:11]1=[O:26].